Predict the reaction yield, written as a fraction of the theoretical maximum amount of product (1.0 means a 100% yield; for example, 0.34 means a 34% yield). From a dataset of Reaction yield outcomes from USPTO patents with 853,638 reactions. (1) The reactants are [CH2:1]([N:5]([CH2:22][CH2:23][CH2:24][CH3:25])[C:6]1[CH:11]=[CH:10][C:9]([CH:12]=[CH:13][C:14]2[S:18][C:17]([CH:19]=[O:20])=[CH:16][CH:15]=2)=[C:8]([OH:21])[CH:7]=1)[CH2:2][CH2:3][CH3:4].[CH2:26]([CH:28]1[O:30][CH2:29]1)Br.C(=O)([O-])[O-].[K+].[K+].O. The catalyst is C(#N)C.[I-].C([N+](CCCC)(CCCC)CCCC)CCC.C(OCC)(=O)C. The product is [CH2:22]([N:5]([CH2:1][CH2:2][CH2:3][CH3:4])[C:6]1[CH:11]=[CH:10][C:9]([CH:12]=[CH:13][C:14]2[S:18][C:17]([CH:19]=[O:20])=[CH:16][CH:15]=2)=[C:8]([O:21][CH2:26][CH:28]2[CH2:29][O:30]2)[CH:7]=1)[CH2:23][CH2:24][CH3:25]. The yield is 0.585. (2) The reactants are [CH3:1][C:2]1[N:7]=[C:6]([SH:8])[N:5]=[C:4]([OH:9])[CH:3]=1.Br[CH2:11][C:12]1[C:13]([Cl:22])=[N:14][C:15]2[C:20]([CH:21]=1)=[CH:19][CH:18]=[CH:17][CH:16]=2.C(N(CC)CC)C. The catalyst is C(O)C. The product is [Cl:22][C:13]1[C:12]([CH2:11][S:8][C:6]2[N:5]=[C:4]([OH:9])[CH:3]=[C:2]([CH3:1])[N:7]=2)=[CH:21][C:20]2[C:15](=[CH:16][CH:17]=[CH:18][CH:19]=2)[N:14]=1. The yield is 0.660. (3) The catalyst is CO.O. The yield is 0.930. The reactants are Cl.Cl.[CH3:3][N:4]1[CH2:13][C@@H:12]([C:14]2[CH:23]=[CH:22][C:21]3[C:16](=[CH:17][CH:18]=[CH:19][CH:20]=3)[CH:15]=2)[C:11]2[C:6](=[CH:7][C:8]([C:24]3[N:29]=[N:28][C:27]([NH2:30])=[CH:26][CH:25]=3)=[CH:9][CH:10]=2)[CH2:5]1.C([O-])(O)=O.[Na+]. The product is [CH3:3][N:4]1[CH2:13][C@@H:12]([C:14]2[CH:23]=[CH:22][C:21]3[C:16](=[CH:17][CH:18]=[CH:19][CH:20]=3)[CH:15]=2)[C:11]2[C:6](=[CH:7][C:8]([C:24]3[N:29]=[N:28][C:27]([NH2:30])=[CH:26][CH:25]=3)=[CH:9][CH:10]=2)[CH2:5]1. (4) The catalyst is O1CCCC1.CC(O)C. The reactants are [F:1][C:2]1[CH:7]=[CH:6][C:5]([C:8]([N+]([O-])=O)=[CH:9][CH:10]([CH3:12])[CH3:11])=[CH:4][CH:3]=1.[N+:16]([CH2:18][C:19]([O:21][CH2:22][CH3:23])=[O:20])#[C-:17].CN(C)C(N(C)C)=N. The yield is 0.730. The product is [CH2:22]([O:21][C:19]([C:18]1[NH:16][CH:17]=[C:8]([C:5]2[CH:6]=[CH:7][C:2]([F:1])=[CH:3][CH:4]=2)[C:9]=1[CH:10]([CH3:12])[CH3:11])=[O:20])[CH3:23]. (5) The reactants are I[C:2]1[C:10]2[C:5](=[N:6][CH:7]=[N:8][C:9]=2[NH2:11])[N:4]([CH:12]([CH3:14])[CH3:13])[N:3]=1.CC1(C)C(C)(C)OB([C:23]2[CH:35]=[CH:34][C:26]3[N:27]=[C:28]([NH:30][C:31](=[O:33])[CH3:32])[S:29][C:25]=3[CH:24]=2)O1.C1(P(C2C=CC=CC=2)C2C=CC=CC=2)C=CC=CC=1.C([O-])([O-])=O.[Na+].[Na+]. The catalyst is CN(C=O)C.CCO.O.CC([O-])=O.CC([O-])=O.[Pd+2]. The product is [NH2:11][C:9]1[N:8]=[CH:7][N:6]=[C:5]2[N:4]([CH:12]([CH3:14])[CH3:13])[N:3]=[C:2]([C:23]3[CH:35]=[CH:34][C:26]4[N:27]=[C:28]([NH:30][C:31](=[O:33])[CH3:32])[S:29][C:25]=4[CH:24]=3)[C:10]=12. The yield is 0.482. (6) The reactants are [CH3:1][N:2]1[C:10]2[C:5](=[CH:6][C:7]([NH:11][C:12]([C:14]3[C:15]([C:20]4[CH:25]=[CH:24][C:23]([C:26]([F:29])([F:28])[F:27])=[CH:22][CH:21]=4)=[CH:16][CH:17]=[CH:18][CH:19]=3)=[O:13])=[CH:8][CH:9]=2)[CH:4]=[C:3]1[C:30]([O:32]CC)=[O:31].[OH-].[Na+:36]. The catalyst is C(O)C. The product is [OH2:13].[Na+:36].[CH3:1][N:2]1[C:10]2[C:5](=[CH:6][C:7]([NH:11][C:12]([C:14]3[C:15]([C:20]4[CH:25]=[CH:24][C:23]([C:26]([F:28])([F:29])[F:27])=[CH:22][CH:21]=4)=[CH:16][CH:17]=[CH:18][CH:19]=3)=[O:13])=[CH:8][CH:9]=2)[CH:4]=[C:3]1[C:30]([O-:32])=[O:31]. The yield is 0.790.